Dataset: Forward reaction prediction with 1.9M reactions from USPTO patents (1976-2016). Task: Predict the product of the given reaction. Given the reactants [C:1]([CH2:5][CH2:6][C:7](Cl)=[O:8])([O:3]C)=[O:2].[NH2:10][C:11]1[CH:16]=[CH:15][C:14]([C:17](=[O:24])[CH2:18][CH2:19][C:20]([O:22]C)=[O:21])=[CH:13][CH:12]=1, predict the reaction product. The product is: [C:1]([CH2:5][CH2:6][C:7]([NH:10][C:11]1[CH:12]=[CH:13][C:14]([C:17](=[O:24])[CH2:18][CH2:19][C:20]([OH:22])=[O:21])=[CH:15][CH:16]=1)=[O:8])([OH:3])=[O:2].